From a dataset of Forward reaction prediction with 1.9M reactions from USPTO patents (1976-2016). Predict the product of the given reaction. (1) Given the reactants [OH:1][C:2]1[CH:3]=[CH:4][C:5]2[N:6]([N:8]=[C:9]([NH:11][C:12]([CH:14]3[CH2:16][CH2:15]3)=[O:13])[N:10]=2)[CH:7]=1.[F:17][C:18]1[CH:23]=[C:22]([N+:24]([O-:26])=[O:25])[CH:21]=[C:20](F)[CH:19]=1.C(=O)([O-])[O-].[K+].[K+].CN(C)C=O, predict the reaction product. The product is: [F:17][C:18]1[CH:19]=[C:20]([CH:21]=[C:22]([N+:24]([O-:26])=[O:25])[CH:23]=1)[O:1][C:2]1[CH:3]=[CH:4][C:5]2[N:6]([N:8]=[C:9]([NH:11][C:12]([CH:14]3[CH2:15][CH2:16]3)=[O:13])[N:10]=2)[CH:7]=1. (2) Given the reactants Cl[C:2]1[C:7]([N+:8]([O-:10])=[O:9])=[C:6]([Cl:11])[N:5]=[CH:4][N:3]=1.C(=O)([O-])O.[Na+].[F:17][C:18]([F:27])([F:26])[C:19]1[CH:25]=[CH:24][C:22]([NH2:23])=[CH:21][CH:20]=1, predict the reaction product. The product is: [Cl:11][C:6]1[N:5]=[CH:4][N:3]=[C:2]([NH:23][C:22]2[CH:24]=[CH:25][C:19]([C:18]([F:17])([F:26])[F:27])=[CH:20][CH:21]=2)[C:7]=1[N+:8]([O-:10])=[O:9]. (3) Given the reactants N1C=CC=CC=1.[F:7][C:8]([F:21])([F:20])[S:9]([O:12]S(C(F)(F)F)(=O)=O)(=[O:11])=[O:10].O[C:23]1[C:24]([CH3:37])=[C:25]2[C:29](=[CH:30][CH:31]=1)[C@@H:28]([CH2:32][C:33]([O:35][CH3:36])=[O:34])[CH2:27][CH2:26]2, predict the reaction product. The product is: [F:7][C:8]([F:21])([F:20])[S:9]([O:12][C:23]1[C:24]([CH3:37])=[C:25]2[C:29](=[CH:30][CH:31]=1)[C@@H:28]([CH2:32][C:33]([O:35][CH3:36])=[O:34])[CH2:27][CH2:26]2)(=[O:11])=[O:10]. (4) The product is: [Cl:24][C:25]1[CH:26]=[CH:27][C:28]([O:29][C:30]2[N:38]=[CH:37][CH:36]=[CH:35][C:31]=2[C:32]([NH:1][CH2:2][CH2:3][CH2:4][CH2:5][N:6]2[CH2:7][CH2:8][CH:9]([C:12]3[CH:17]=[CH:16][CH:15]=[C:14]([NH:18][C:19](=[O:23])[CH:20]([CH3:21])[CH3:22])[CH:13]=3)[CH2:10][CH2:11]2)=[O:33])=[CH:39][CH:40]=1. Given the reactants [NH2:1][CH2:2][CH2:3][CH2:4][CH2:5][N:6]1[CH2:11][CH2:10][CH:9]([C:12]2[CH:13]=[C:14]([NH:18][C:19](=[O:23])[CH:20]([CH3:22])[CH3:21])[CH:15]=[CH:16][CH:17]=2)[CH2:8][CH2:7]1.[Cl:24][C:25]1[CH:40]=[CH:39][C:28]([O:29][C:30]2[N:38]=[CH:37][CH:36]=[CH:35][C:31]=2[C:32](Cl)=[O:33])=[CH:27][CH:26]=1, predict the reaction product. (5) The product is: [F:1][C:2]1[C:10]2[N:9]=[C:8]([CH:11]=[O:12])[NH:7][C:6]=2[CH:5]=[CH:4][CH:3]=1. Given the reactants [F:1][C:2]1[C:10]2[N:9]=[C:8]([CH2:11][OH:12])[NH:7][C:6]=2[CH:5]=[CH:4][CH:3]=1.FC1C=CC=C(N)C=1N.C(O)(=O)CO, predict the reaction product.